Task: Predict the product of the given reaction.. Dataset: Forward reaction prediction with 1.9M reactions from USPTO patents (1976-2016) Given the reactants [NH2:1][C:2]1[CH:6]=[C:5]([C:7]#[C:8][C:9]([CH3:12])([CH3:11])[CH3:10])[S:4][C:3]=1[C:13]([O:15][CH3:16])=[O:14].C(O)(=O)C.[CH3:21][N:22]1[C:26]([CH:27]=O)=[CH:25][N:24]=[CH:23]1.C(O[BH-](OC(=O)C)OC(=O)C)(=O)C.[Na+].C([O-])(O)=O.[Na+], predict the reaction product. The product is: [CH3:10][C:9]([CH3:11])([CH3:12])[C:8]#[C:7][C:5]1[S:4][C:3]([C:13]([O:15][CH3:16])=[O:14])=[C:2]([NH:1][CH2:27][C:26]2[N:22]([CH3:21])[CH:23]=[N:24][CH:25]=2)[CH:6]=1.